Dataset: NCI-60 drug combinations with 297,098 pairs across 59 cell lines. Task: Regression. Given two drug SMILES strings and cell line genomic features, predict the synergy score measuring deviation from expected non-interaction effect. (1) Drug 1: CS(=O)(=O)C1=CC(=C(C=C1)C(=O)NC2=CC(=C(C=C2)Cl)C3=CC=CC=N3)Cl. Drug 2: CC1=C(N=C(N=C1N)C(CC(=O)N)NCC(C(=O)N)N)C(=O)NC(C(C2=CN=CN2)OC3C(C(C(C(O3)CO)O)O)OC4C(C(C(C(O4)CO)O)OC(=O)N)O)C(=O)NC(C)C(C(C)C(=O)NC(C(C)O)C(=O)NCCC5=NC(=CS5)C6=NC(=CS6)C(=O)NCCC[S+](C)C)O. Cell line: KM12. Synergy scores: CSS=19.8, Synergy_ZIP=-11.2, Synergy_Bliss=-5.04, Synergy_Loewe=-1.94, Synergy_HSA=-1.61. (2) Drug 1: CCC1(C2=C(COC1=O)C(=O)N3CC4=CC5=C(C=CC(=C5CN(C)C)O)N=C4C3=C2)O.Cl. Drug 2: N.N.Cl[Pt+2]Cl. Cell line: HCT116. Synergy scores: CSS=81.8, Synergy_ZIP=-1.04, Synergy_Bliss=-1.94, Synergy_Loewe=2.31, Synergy_HSA=6.00.